The task is: Regression. Given a peptide amino acid sequence and an MHC pseudo amino acid sequence, predict their binding affinity value. This is MHC class II binding data.. This data is from Peptide-MHC class II binding affinity with 134,281 pairs from IEDB. (1) The peptide sequence is MVTQMKSLVTKPFRM. The MHC is DRB1_0101 with pseudo-sequence DRB1_0101. The binding affinity (normalized) is 0.846. (2) The peptide sequence is SVLLVVVLFAVFLGS. The MHC is HLA-DQA10102-DQB10602 with pseudo-sequence HLA-DQA10102-DQB10602. The binding affinity (normalized) is 0.199.